From a dataset of Catalyst prediction with 721,799 reactions and 888 catalyst types from USPTO. Predict which catalyst facilitates the given reaction. (1) Reactant: [C:1]([N:4]1[C:12]2[C:7](=[CH:8][C:9]([CH:13]=[CH:14][S:15]([C:18]3[CH:23]=[CH:22][CH:21]=[CH:20][CH:19]=3)(=[O:17])=[O:16])=[CH:10][CH:11]=2)[C:6]([CH2:24][C@H:25]2[CH2:29][CH2:28][CH2:27][N:26]2[CH3:30])=[CH:5]1)(=[O:3])[CH3:2].CC(C)=O.CS(O)(=O)=O. Product: [C:1]([N:4]1[C:12]2[C:7](=[CH:8][C:9]([CH2:13][CH2:14][S:15]([C:18]3[CH:19]=[CH:20][CH:21]=[CH:22][CH:23]=3)(=[O:16])=[O:17])=[CH:10][CH:11]=2)[C:6]([CH2:24][C@H:25]2[CH2:29][CH2:28][CH2:27][N:26]2[CH3:30])=[CH:5]1)(=[O:3])[CH3:2]. The catalyst class is: 386. (2) Reactant: [CH3:1][C:2]1([CH3:26])[C:10]2[C:5](=[N:6][CH:7]=[CH:8][CH:9]=2)[N:4]([CH:11]2[CH2:14][CH:13]([NH:15][C:16]3[N:21]=[CH:20][C:19]([C:22]([CH3:24])=[CH2:23])=[CH:18][N:17]=3)[CH2:12]2)[C:3]1=[O:25]. Product: [CH:22]([C:19]1[CH:18]=[N:17][C:16]([NH:15][C@H:13]2[CH2:14][C@H:11]([N:4]3[C:5]4=[N:6][CH:7]=[CH:8][CH:9]=[C:10]4[C:2]([CH3:1])([CH3:26])[C:3]3=[O:25])[CH2:12]2)=[N:21][CH:20]=1)([CH3:24])[CH3:23]. The catalyst class is: 696. (3) Reactant: [F:1][C:2]1[CH:7]=[CH:6][C:5]([N:8]2[CH:12]=[C:11]([C:13](O)=[O:14])[N:10]=[CH:9]2)=[CH:4][CH:3]=1.CO. Product: [F:1][C:2]1[CH:3]=[CH:4][C:5]([N:8]2[CH:12]=[C:11]([CH2:13][OH:14])[N:10]=[CH:9]2)=[CH:6][CH:7]=1. The catalyst class is: 1. (4) Reactant: [O:1]=[C:2]1[C:8]2=[CH:9][C:10]3[CH:11]=[CH:12][C:13]([C:16]([OH:18])=O)=[CH:14][C:15]=3[N:7]2[CH2:6][CH2:5][CH2:4][NH:3]1.CN1CCOCC1.[CH3:26][C:27]1([CH3:41])[C:31]([CH3:33])([CH3:32])[O:30][B:29]([C:34]2[CH:35]=[C:36]([CH:38]=[CH:39][CH:40]=2)[NH2:37])[O:28]1.O. Product: [O:1]=[C:2]1[C:8]2=[CH:9][C:10]3[CH:11]=[CH:12][C:13]([C:16]([NH:37][C:36]4[CH:38]=[CH:39][CH:40]=[C:34]([B:29]5[O:30][C:31]([CH3:33])([CH3:32])[C:27]([CH3:41])([CH3:26])[O:28]5)[CH:35]=4)=[O:18])=[CH:14][C:15]=3[N:7]2[CH2:6][CH2:5][CH2:4][NH:3]1. The catalyst class is: 3. (5) Reactant: Cl[C:2]1[N:7]=[CH:6][C:5]2[N:8]=[C:9]([C@H:17]([O:19][CH:20]3[CH2:25][CH2:24][CH2:23][CH2:22][O:21]3)[CH3:18])[N:10]([C@@H:11]([CH3:16])[C:12]([F:15])([F:14])[F:13])[C:4]=2[CH:3]=1.[NH2:26][C:27]1[CH:32]=[CH:31][N:30]=[C:29]([N:33]2[CH2:38][CH2:37][C@H:36]([OH:39])[C@H:35]([F:40])[CH2:34]2)[N:28]=1.C1(P(C2CCCCC2)C2C=CC=CC=2C2C(C(C)C)=CC(C(C)C)=CC=2C(C)C)CCCCC1.C(=O)([O-])[O-].[Cs+].[Cs+]. Product: [F:40][C@H:35]1[C@@H:36]([OH:39])[CH2:37][CH2:38][N:33]([C:29]2[N:28]=[C:27]([NH:26][C:2]3[N:7]=[CH:6][C:5]4[N:8]=[C:9]([C@H:17]([O:19][CH:20]5[CH2:25][CH2:24][CH2:23][CH2:22][O:21]5)[CH3:18])[N:10]([C@@H:11]([CH3:16])[C:12]([F:15])([F:14])[F:13])[C:4]=4[CH:3]=3)[CH:32]=[CH:31][N:30]=2)[CH2:34]1. The catalyst class is: 102.